Predict the product of the given reaction. From a dataset of Forward reaction prediction with 1.9M reactions from USPTO patents (1976-2016). (1) Given the reactants [Cl:1][C:2]1[CH:7]=[CH:6][C:5]([NH:8][S:9]([C:12]2[CH:17]=[CH:16][C:15]([N:18]3[CH2:23][CH2:22][NH:21][CH2:20][CH2:19]3)=[CH:14][CH:13]=2)(=[O:11])=[O:10])=[C:4]([C:24]([C:26]2[CH:31]=[CH:30][N:29]=[CH:28][CH:27]=2)=[O:25])[CH:3]=1.[F:32][C:33]([F:44])([F:43])[CH2:34]OS(C(F)(F)F)(=O)=O, predict the reaction product. The product is: [Cl:1][C:2]1[CH:7]=[CH:6][C:5]([NH:8][S:9]([C:12]2[CH:13]=[CH:14][C:15]([N:18]3[CH2:23][CH2:22][N:21]([CH2:34][C:33]([F:44])([F:43])[F:32])[CH2:20][CH2:19]3)=[CH:16][CH:17]=2)(=[O:10])=[O:11])=[C:4]([C:24]([C:26]2[CH:27]=[CH:28][N:29]=[CH:30][CH:31]=2)=[O:25])[CH:3]=1. (2) Given the reactants [CH3:1][O:2][C:3]1[N:8]=[C:7]([NH2:9])[CH:6]=[CH:5][C:4]=1[C:10]1[CH:11]=[N:12][N:13]([CH3:15])[CH:14]=1.Cl[C:17]1[CH:18]=[C:19]([CH3:34])[C:20]2[CH2:21][N:22]([CH3:33])[CH2:23][CH:24]([CH2:28][C:29]([F:32])([F:31])[F:30])[O:25][C:26]=2[N:27]=1.CC(C)([O-])C.[Na+].C1(P(C2C=CC=CC=2)C2C=CC3C(=CC=CC=3)C=2C2C3C(=CC=CC=3)C=CC=2P(C2C=CC=CC=2)C2C=CC=CC=2)C=CC=CC=1, predict the reaction product. The product is: [CH3:1][O:2][C:3]1[N:8]=[C:7]([NH:9][C:17]2[CH:18]=[C:19]([CH3:34])[C:20]3[CH2:21][N:22]([CH3:33])[CH2:23][CH:24]([CH2:28][C:29]([F:30])([F:32])[F:31])[O:25][C:26]=3[N:27]=2)[CH:6]=[CH:5][C:4]=1[C:10]1[CH:11]=[N:12][N:13]([CH3:15])[CH:14]=1. (3) Given the reactants [NH2:1][C:2]1[CH:7]=[CH:6][C:5]([N:8]2[CH:13]=[CH:12][CH:11]=[N:10][C:9]2=[O:14])=[CH:4][CH:3]=1.N([O-])=O.[Na+].[N-:19]=[N+:20]=[N-].[Na+], predict the reaction product. The product is: [N:1]([C:2]1[CH:3]=[CH:4][C:5]([N:8]2[CH:13]=[CH:12][CH:11]=[N:10][C:9]2=[O:14])=[CH:6][CH:7]=1)=[N+:19]=[N-:20]. (4) The product is: [CH:27]1([C:26]2[C:25]3[CH:24]=[CH:23][C:22]([C:33]([NH:53][S:50]([N:49]([CH2:48][CH:47]([O:46][CH3:45])[O:55][CH3:56])[CH3:54])(=[O:52])=[O:51])=[O:34])=[CH:21][C:20]=3[N:18]3[C:17]=2[C:16]2[CH:36]=[CH:37][CH:38]=[CH:39][C:15]=2[O:14][CH2:13][C@H:12]([N:11]([CH3:40])[CH2:10][CH2:9][NH:8][C:6](=[O:7])[O:5][C:1]([CH3:4])([CH3:2])[CH3:3])[CH2:19]3)[CH2:28][CH2:29][CH2:30][CH2:31][CH2:32]1. Given the reactants [C:1]([O:5][C:6]([NH:8][CH2:9][CH2:10][N:11]([CH3:40])[C@@H:12]1[CH2:19][N:18]2[C:20]3[CH:21]=[C:22]([C:33](O)=[O:34])[CH:23]=[CH:24][C:25]=3[C:26]([CH:27]3[CH2:32][CH2:31][CH2:30][CH2:29][CH2:28]3)=[C:17]2[C:16]2[CH:36]=[CH:37][CH:38]=[CH:39][C:15]=2[O:14][CH2:13]1)=[O:7])([CH3:4])([CH3:3])[CH3:2].C(Cl)CCl.[CH3:45][O:46][CH:47]([O:55][CH3:56])[CH2:48][N:49]([CH3:54])[S:50]([NH2:53])(=[O:52])=[O:51].S(N)(N)(=O)=O, predict the reaction product. (5) Given the reactants [C:1]([C:5]1[N:10]=[C:9]([N:11]2[CH2:16][CH2:15][N:14]([CH2:17][CH2:18][CH2:19][CH2:20][NH2:21])[CH2:13][CH2:12]2)[CH:8]=[C:7]([C:22]([CH3:25])([CH3:24])[CH3:23])[N:6]=1)([CH3:4])([CH3:3])[CH3:2].C1N=CN([C:31]([N:33]2[CH:37]=N[CH:35]=[CH:34]2)=[O:32])C=1.C1[C:43]2[NH:44][C:45]3[C:50]([C:42]=2CCN1)=[CH:49][CH:48]=[CH:47][CH:46]=3, predict the reaction product. The product is: [C:1]([C:5]1[N:10]=[C:9]([N:11]2[CH2:12][CH2:13][N:14]([CH2:17][CH2:18][CH2:19][CH2:20][NH:21][C:31]([N:33]3[CH2:34][CH2:35][C:43]4[NH:44][C:45]5[CH:46]=[CH:47][CH:48]=[CH:49][C:50]=5[C:42]=4[CH2:37]3)=[O:32])[CH2:15][CH2:16]2)[CH:8]=[C:7]([C:22]([CH3:25])([CH3:24])[CH3:23])[N:6]=1)([CH3:4])([CH3:3])[CH3:2]. (6) Given the reactants [CH3:1][O:2][C:3]1[CH:12]=[CH:11][CH:10]=[C:9]2[C:4]=1[CH2:5][C:6](=O)[CH2:7][O:8]2.OC1C=CC=C([O:23][CH3:24])C=1C=O.C[O:26]C1C=CC=C2C=1C=C(C#N)CO2.C1N2CCN(CC2)C1, predict the reaction product. The product is: [CH3:1][O:2][C:3]1[CH:12]=[CH:11][CH:10]=[C:9]2[C:4]=1[CH:5]=[C:6]([C:24]([OH:23])=[O:26])[CH2:7][O:8]2. (7) Given the reactants [C:1]([O:5][C:6]([NH:8][CH2:9][CH2:10][CH2:11][C@H:12]([CH2:30][C:31]1[N:32]=[CH:33][N:34]2[C:43]3[C:38](=[CH:39][CH:40]=[CH:41][CH:42]=3)[CH2:37][CH2:36][C:35]=12)[C:13]([O:15][C@H](C1C=CC=CC=1)[C@@H](N1CCCC1)C)=[O:14])=[O:7])([CH3:4])([CH3:3])[CH3:2].[OH-].[Na+].Cl, predict the reaction product. The product is: [C:1]([O:5][C:6]([NH:8][CH2:9][CH2:10][CH2:11][C@H:12]([CH2:30][C:31]1[N:32]=[CH:33][N:34]2[C:43]3[C:38](=[CH:39][CH:40]=[CH:41][CH:42]=3)[CH2:37][CH2:36][C:35]=12)[C:13]([OH:15])=[O:14])=[O:7])([CH3:4])([CH3:2])[CH3:3].